Dataset: Forward reaction prediction with 1.9M reactions from USPTO patents (1976-2016). Task: Predict the product of the given reaction. (1) The product is: [Br:1][C:2]1[CH:3]=[CH:4][C:5]([C@H:8]([C:19]2[CH:24]=[CH:23][CH:22]=[CH:21][C:20]=2[CH3:25])[CH2:9][C:10]([C:12]2[CH:13]=[CH:14][C:15](=[O:18])[N:16]([CH3:28])[CH:17]=2)=[O:11])=[CH:6][CH:7]=1. Given the reactants [Br:1][C:2]1[CH:7]=[CH:6][C:5]([C@H:8]([C:19]2[CH:24]=[CH:23][CH:22]=[CH:21][C:20]=2[CH3:25])[CH2:9][C:10]([C:12]2[CH:13]=[CH:14][C:15](=[O:18])[NH:16][CH:17]=2)=[O:11])=[CH:4][CH:3]=1.IC.[C:28](=O)([O-])[O-].[K+].[K+], predict the reaction product. (2) Given the reactants [C:1]([O:7][CH3:8])(=[O:6])[CH2:2][C:3]([CH3:5])=O.COC(OC)[N:12]([CH3:14])C.O.[NH2:18]N, predict the reaction product. The product is: [CH3:5][C:3]1[C:2]([C:1]([O:7][CH3:8])=[O:6])=[CH:14][NH:12][N:18]=1. (3) Given the reactants [F:1][C:2]([F:23])([F:22])[C:3]1[CH:4]=[C:5]([C@@H:9]2[CH2:13][NH:12][CH2:11][C@H:10]2[NH:14][C:15](=[O:21])[O:16][C:17]([CH3:20])([CH3:19])[CH3:18])[CH:6]=[CH:7][CH:8]=1.C(N(CC)C(C)C)C.Br[CH2:33][CH2:34][O:35][CH3:36], predict the reaction product. The product is: [CH3:36][O:35][CH2:34][CH2:33][N:12]1[CH2:13][C@@H:9]([C:5]2[CH:6]=[CH:7][CH:8]=[C:3]([C:2]([F:22])([F:1])[F:23])[CH:4]=2)[C@H:10]([NH:14][C:15](=[O:21])[O:16][C:17]([CH3:18])([CH3:19])[CH3:20])[CH2:11]1. (4) Given the reactants B(F)(F)F.BrCC(OCC)[O:8]CC.[NH2:14][C:15]1N[C:17]2[C:22]([C:23]=1[C:24]#[N:25])=[C:21](Br)C=CC=2, predict the reaction product. The product is: [NH2:14][C:15]1[O:8][CH:21]=[C:22]([CH3:17])[C:23]=1[C:24]#[N:25]. (5) Given the reactants Br[C:2]1[C:3]([F:17])=[C:4]([C:8]2[CH2:13][CH2:12][CH:11]([N:14]([CH3:16])[CH3:15])[CH2:10][CH:9]=2)[CH:5]=[CH:6][CH:7]=1.[C:18](=[NH:31])([C:25]1[CH:30]=[CH:29][CH:28]=[CH:27][CH:26]=1)[C:19]1[CH:24]=[CH:23][CH:22]=[CH:21][CH:20]=1.CC(C)([O-])C.[Na+].C1(C)C=CC=CC=1, predict the reaction product. The product is: [C:18](=[N:31][C:2]1[CH:7]=[CH:6][CH:5]=[C:4]([C:8]2[CH2:13][CH2:12][CH:11]([N:14]([CH3:16])[CH3:15])[CH2:10][CH:9]=2)[C:3]=1[F:17])([C:25]1[CH:26]=[CH:27][CH:28]=[CH:29][CH:30]=1)[C:19]1[CH:24]=[CH:23][CH:22]=[CH:21][CH:20]=1. (6) Given the reactants Cl[C:2]1[N:7]=[C:6]([CH:8]([F:10])[CH3:9])[CH:5]=[CH:4][N:3]=1.C1(P(C2C=CC=CC=2)C2C3OC4C(=CC=CC=4P(C4C=CC=CC=4)C4C=CC=CC=4)C(C)(C)C=3C=CC=2)C=CC=CC=1.C(=O)([O-])[O-].[Cs+].[Cs+].[CH3:59][C:60]1[CH:61]=[C:62]([CH:64]=[C:65]([C:67]2[CH:68]=[N:69][N:70]([CH2:72][C:73]([CH3:75])=[CH2:74])[CH:71]=2)[CH:66]=1)[NH2:63], predict the reaction product. The product is: [F:10][CH:8]([C:6]1[CH:5]=[CH:4][N:3]=[C:2]([NH:63][C:62]2[CH:64]=[C:65]([C:67]3[CH:68]=[N:69][N:70]([CH2:72][C:73]([CH3:75])=[CH2:74])[CH:71]=3)[CH:66]=[C:60]([CH3:59])[CH:61]=2)[N:7]=1)[CH3:9]. (7) Given the reactants N1[CH:5]=[CH:4]N=C1.[C:6]1([Si:12](Cl)([C:17]2[CH:22]=[CH:21][CH:20]=[CH:19][CH:18]=2)[C:13]([CH3:16])([CH3:15])[CH3:14])[CH:11]=[CH:10][CH:9]=[CH:8][CH:7]=1.[OH2:24].[CH2:25]([O:27][CH2:28][CH3:29])[CH3:26].CN([CH:33]=[O:34])C, predict the reaction product. The product is: [CH2:25]([O:27][CH2:28][C@@H:29]1[CH2:5][C@@:4]1([CH2:33][O:34][Si:12]([C:13]([CH3:16])([CH3:15])[CH3:14])([C:17]1[CH:22]=[CH:21][CH:20]=[CH:19][CH:18]=1)[C:6]1[CH:11]=[CH:10][CH:9]=[CH:8][CH:7]=1)[OH:24])[C:26]1[CH:10]=[CH:11][CH:6]=[CH:7][CH:8]=1.